From a dataset of Peptide-MHC class II binding affinity with 134,281 pairs from IEDB. Regression. Given a peptide amino acid sequence and an MHC pseudo amino acid sequence, predict their binding affinity value. This is MHC class II binding data. (1) The peptide sequence is VLHHMVKISGGPHIS. The MHC is DRB1_0401 with pseudo-sequence DRB1_0401. The binding affinity (normalized) is 0.173. (2) The peptide sequence is LQLLMPLKAPKEVTF. The MHC is DRB1_0101 with pseudo-sequence DRB1_0101. The binding affinity (normalized) is 0.725. (3) The peptide sequence is FLAVAVVLGLATSPT. The MHC is DRB3_0101 with pseudo-sequence DRB3_0101. The binding affinity (normalized) is 0.0596. (4) The peptide sequence is APGAAAAPLSWSKDI. The MHC is DRB1_0405 with pseudo-sequence DRB1_0405. The binding affinity (normalized) is 0.203. (5) The peptide sequence is QPGVDIIEGPVKNVA. The MHC is HLA-DQA10401-DQB10402 with pseudo-sequence HLA-DQA10401-DQB10402. The binding affinity (normalized) is 0.0533. (6) The peptide sequence is GELQIVDKIDAQFKI. The MHC is DRB1_0701 with pseudo-sequence DRB1_0701. The binding affinity (normalized) is 0.590. (7) The peptide sequence is NLCVERVLDCRTAFK. The MHC is DRB1_1301 with pseudo-sequence DRB1_1301. The binding affinity (normalized) is 0.